This data is from Catalyst prediction with 721,799 reactions and 888 catalyst types from USPTO. The task is: Predict which catalyst facilitates the given reaction. (1) Reactant: Cl[C:2]1[N:7]=[CH:6][N:5]=[C:4]([N:8]2[C:16]3[C:11](=[CH:12][C:13]([S:17]([CH3:20])(=[O:19])=[O:18])=[CH:14][CH:15]=3)[CH2:10][CH2:9]2)[CH:3]=1.[C:21]([O:25][C:26]([N:28]1[CH2:33][CH2:32][CH:31]([NH2:34])[CH2:30][CH2:29]1)=[O:27])([CH3:24])([CH3:23])[CH3:22].CC(N(C)C)=O.C(=O)([O-])[O-].[K+].[K+]. Product: [C:21]([O:25][C:26]([N:28]1[CH2:33][CH2:32][CH:31]([NH:34][C:2]2[CH:3]=[C:4]([N:8]3[C:16]4[C:11](=[CH:12][C:13]([S:17]([CH3:20])(=[O:19])=[O:18])=[CH:14][CH:15]=4)[CH2:10][CH2:9]3)[N:5]=[CH:6][N:7]=2)[CH2:30][CH2:29]1)=[O:27])([CH3:24])([CH3:22])[CH3:23]. The catalyst class is: 170. (2) Reactant: C[O:2][C:3](=[O:30])[CH2:4][O:5][C:6]1[CH:15]=[CH:14][C:13]([F:16])=[C:12]2[C:7]=1[C:8]([CH3:29])=[C:9]([CH2:21][C:22]1[CH:27]=[CH:26][C:25]([F:28])=[CH:24][CH:23]=1)[C:10]([O:17][CH:18]([F:20])[F:19])=[N:11]2.O1CCCC1.CO.[OH-].[Li+]. Product: [F:20][CH:18]([F:19])[O:17][C:10]1[C:9]([CH2:21][C:22]2[CH:23]=[CH:24][C:25]([F:28])=[CH:26][CH:27]=2)=[C:8]([CH3:29])[C:7]2[C:12](=[C:13]([F:16])[CH:14]=[CH:15][C:6]=2[O:5][CH2:4][C:3]([OH:30])=[O:2])[N:11]=1. The catalyst class is: 6. (3) Reactant: [N:1]1[CH:6]=[CH:5][CH:4]=[CH:3][C:2]=1[NH:7][CH2:8][CH2:9][CH2:10][O:11][C:12]1[CH:13]=[C:14]2[C:18](=[CH:19][CH:20]=1)[NH:17][C:16]([CH2:21][CH:22]([CH2:27][CH2:28][CH2:29][CH2:30][CH2:31][CH3:32])[C:23]([O:25]C)=[O:24])=[CH:15]2.[OH-].[Na+]. Product: [N:1]1[CH:6]=[CH:5][CH:4]=[CH:3][C:2]=1[NH:7][CH2:8][CH2:9][CH2:10][O:11][C:12]1[CH:13]=[C:14]2[C:18](=[CH:19][CH:20]=1)[NH:17][C:16]([CH2:21][CH:22]([CH2:27][CH2:28][CH2:29][CH2:30][CH2:31][CH3:32])[C:23]([OH:25])=[O:24])=[CH:15]2. The catalyst class is: 24. (4) Reactant: [NH2:1][CH:2]1[N:8]=[C:7]([CH3:9])[C:6]2[CH:10]=[CH:11][CH:12]=[C:13]([N:14]([CH3:16])[CH3:15])[C:5]=2[N:4]([CH2:17][C:18]([N:20]2[CH2:26][CH:25]3[CH2:27][CH2:28][CH:22]([CH2:23][CH2:24]3)[CH2:21]2)=[O:19])[C:3]1=[O:29].[C:30]1([CH3:39])[CH:35]=[CH:34][CH:33]=[C:32]([N:36]=[C:37]=[O:38])[CH:31]=1.[ClH:40]. Product: [ClH:40].[CH:25]12[CH2:24][CH2:23][CH:22]([CH2:28][CH2:27]1)[CH2:21][N:20]([C:18]([CH2:17][N:4]1[C:5]3[C:13]([N:14]([CH3:16])[CH3:15])=[CH:12][CH:11]=[CH:10][C:6]=3[C:7]([CH3:9])=[N:8][CH:2]([NH:1][C:37]([NH:36][C:32]3[CH:33]=[CH:34][CH:35]=[C:30]([CH3:39])[CH:31]=3)=[O:38])[C:3]1=[O:29])=[O:19])[CH2:26]2. The catalyst class is: 54. (5) Reactant: [CH3:1][N:2]([CH2:45][C:46](O)=[O:47])[C:3](=[O:44])[C:4]1[CH:9]=[CH:8][CH:7]=[C:6]([C:10](=[O:43])[NH:11][C:12]2[CH:17]=[CH:16][C:15]([N:18]3[CH2:23][CH2:22][CH2:21][CH2:20][CH2:19]3)=[CH:14][C:13]=2[C:24]2[CH:29]=[C:28]([C:30](=[O:42])[NH:31][C@@H:32]3[C:41]4[C:36](=[CH:37][CH:38]=[CH:39][CH:40]=4)[CH2:35][CH2:34][CH2:33]3)[CH:27]=[CH:26][N:25]=2)[CH:5]=1.CCN=C=NCCCN(C)C.Cl.[N:61]1([CH2:67][CH2:68][O:69][CH2:70][CH2:71][OH:72])[CH2:66][CH2:65][NH:64][CH2:63][CH2:62]1. Product: [OH:72][CH2:71][CH2:70][O:69][CH2:68][CH2:67][N:61]1[CH2:66][CH2:65][N:64]([C:46](=[O:47])[CH2:45][N:2]([CH3:1])[C:3](=[O:44])[C:4]2[CH:9]=[CH:8][CH:7]=[C:6]([C:10]([NH:11][C:12]3[CH:17]=[CH:16][C:15]([N:18]4[CH2:23][CH2:22][CH2:21][CH2:20][CH2:19]4)=[CH:14][C:13]=3[C:24]3[CH:29]=[C:28]([C:30](=[O:42])[NH:31][C@@H:32]4[C:41]5[C:36](=[CH:37][CH:38]=[CH:39][CH:40]=5)[CH2:35][CH2:34][CH2:33]4)[CH:27]=[CH:26][N:25]=3)=[O:43])[CH:5]=2)[CH2:63][CH2:62]1. The catalyst class is: 112. (6) Reactant: [Cl:1][S:2]([C:5]1[CH:6]=[C:7]([CH:11]=[CH:12][CH:13]=1)[C:8]([OH:10])=[O:9])(=[O:4])=[O:3].[C:14]1([CH3:26])[CH:19]=[CH:18][C:17]([S:20]([CH2:23][CH2:24]O)(=[O:22])=[O:21])=[CH:16][CH:15]=1. Product: [C:14]1([CH3:26])[CH:19]=[CH:18][C:17]([S:20]([CH2:23][CH2:24][O:9][C:8](=[O:10])[C:7]2[CH:11]=[CH:12][CH:13]=[C:5]([S:2]([Cl:1])(=[O:4])=[O:3])[CH:6]=2)(=[O:22])=[O:21])=[CH:16][CH:15]=1. The catalyst class is: 820. (7) Reactant: [CH2:1]([O:8][C:9]1[C:16]([O:17][CH3:18])=[CH:15][CH:14]=[CH:13][C:10]=1[CH:11]=O)[C:2]1[CH:7]=[CH:6][CH:5]=[CH:4][CH:3]=1.[CH3:19][S:20][CH2:21][S:22]([CH3:24])=[O:23].O1CCCC1.[OH-].C([N+](C)(C)C)C1C=CC=CC=1. Product: [CH3:24][S:22]([C:21]([S:20][CH3:19])=[CH:11][C:10]1[CH:13]=[CH:14][CH:15]=[C:16]([O:17][CH3:18])[C:9]=1[O:8][CH2:1][C:2]1[CH:7]=[CH:6][CH:5]=[CH:4][CH:3]=1)=[O:23]. The catalyst class is: 5. (8) Reactant: C[O:2][C:3]([C@H:5]1[NH:23][C:22](=[O:24])[C@H:21]([CH:25]([CH3:27])[CH3:26])[NH:20][C:19](=[O:28])[C@@H:18]([NH:29][S:30]([C:33]2[CH:38]=[CH:37][C:36]([F:39])=[CH:35][CH:34]=2)(=[O:32])=[O:31])[CH2:17][C:16]2=[CH:40][CH:41]=[C:13]([CH:14]=[CH:15]2)[O:12][CH2:11][CH2:10][CH2:9][CH2:8][S:7][CH2:6]1)=O.CC(C[AlH]CC(C)C)C.CCOC(C)=O. Product: [F:39][C:36]1[CH:35]=[CH:34][C:33]([S:30]([NH:29][C@H:18]2[CH2:17][C:16]3=[CH:40][CH:41]=[C:13]([CH:14]=[CH:15]3)[O:12][CH2:11][CH2:10][CH2:9][CH2:8][S:7][CH2:6][C@@H:5]([CH:3]=[O:2])[NH:23][C:22](=[O:24])[C@H:21]([CH:25]([CH3:26])[CH3:27])[NH:20][C:19]2=[O:28])(=[O:31])=[O:32])=[CH:38][CH:37]=1. The catalyst class is: 2.